This data is from Forward reaction prediction with 1.9M reactions from USPTO patents (1976-2016). The task is: Predict the product of the given reaction. Given the reactants Cl[C:2]1[N:7]=[C:6]([Cl:8])[C:5]([C:9]([F:12])([F:11])[F:10])=[CH:4][N:3]=1.C(OCC)C.[NH2:18][C:19]1[CH:24]=[CH:23][C:22]([N:25]2[CH2:30][CH2:29][CH:28]([NH:31][C:32](=[O:38])[O:33][C:34]([CH3:37])([CH3:36])[CH3:35])[CH2:27][CH2:26]2)=[CH:21][CH:20]=1.CCN(CC)CC, predict the reaction product. The product is: [Cl:8][C:6]1[C:5]([C:9]([F:12])([F:11])[F:10])=[CH:4][N:3]=[C:2]([NH:18][C:19]2[CH:24]=[CH:23][C:22]([N:25]3[CH2:30][CH2:29][CH:28]([NH:31][C:32](=[O:38])[O:33][C:34]([CH3:36])([CH3:35])[CH3:37])[CH2:27][CH2:26]3)=[CH:21][CH:20]=2)[N:7]=1.